From a dataset of Full USPTO retrosynthesis dataset with 1.9M reactions from patents (1976-2016). Predict the reactants needed to synthesize the given product. (1) Given the product [C:1]([O:5][C:6](=[O:15])[NH:7][CH2:8][CH:9]1[CH2:10][CH2:11][N:12]([S:34]([CH2:33][CH2:32][C:29]2[CH:30]=[CH:31][C:26]([F:25])=[CH:27][CH:28]=2)(=[O:35])=[O:36])[CH2:13][CH2:14]1)([CH3:4])([CH3:2])[CH3:3], predict the reactants needed to synthesize it. The reactants are: [C:1]([O:5][C:6](=[O:15])[NH:7][CH2:8][CH:9]1[CH2:14][CH2:13][NH:12][CH2:11][CH2:10]1)([CH3:4])([CH3:3])[CH3:2].C(N(CC)C(C)C)(C)C.[F:25][C:26]1[CH:31]=[CH:30][C:29]([CH2:32][CH2:33][S:34](Cl)(=[O:36])=[O:35])=[CH:28][CH:27]=1. (2) Given the product [Br:1][C:2]1[CH:3]=[C:4]([C:16]([O:18][CH3:23])=[O:17])[C:5]([O:8][CH2:9][CH2:10][N:11]2[CH:15]=[CH:14][N:13]=[CH:12]2)=[N:6][CH:7]=1, predict the reactants needed to synthesize it. The reactants are: [Br:1][C:2]1[CH:3]=[C:4]([C:16]([OH:18])=[O:17])[C:5]([O:8][CH2:9][CH2:10][N:11]2[CH:15]=[CH:14][N:13]=[CH:12]2)=[N:6][CH:7]=1.S(Cl)(Cl)=O.[CH3:23]O. (3) Given the product [CH3:18][N:19]1[C:23]([NH:24][C:15]([C:6]2[CH:5]=[CH:4][C:3]([O:2][CH3:1])=[C:11]3[O:10][C:9]([CH2:12][O:13][CH3:14])=[CH:8][C:7]=23)=[O:17])=[CH:22][CH:21]=[N:20]1, predict the reactants needed to synthesize it. The reactants are: [CH3:1][O:2][C:3]1[CH:4]=[CH:5][C:6]([C:15]([OH:17])=O)=[C:7]2[C:11]=1[O:10][C:9]([CH2:12][O:13][CH3:14])=[CH:8]2.[CH3:18][N:19]1[C:23]([NH2:24])=[CH:22][CH:21]=[N:20]1. (4) Given the product [CH3:23][O:22][C:19]1[CH:20]=[CH:21][C:16]([C:14]2[N:15]=[C:11]([NH:10][C:8]([C:5]3[N:6]=[CH:7][C:2]([N:44]4[CH2:49][CH2:48][CH:47]([C:50]([O:52][CH2:53][CH3:54])=[O:51])[CH2:46][CH2:45]4)=[N:3][CH:4]=3)=[O:9])[S:12][CH:13]=2)=[CH:17][C:18]=1[C:24]([F:27])([F:26])[F:25], predict the reactants needed to synthesize it. The reactants are: Cl[C:2]1[N:3]=[CH:4][C:5]([C:8]([NH:10][C:11]2[S:12][CH:13]=[C:14]([C:16]3[CH:21]=[CH:20][C:19]([O:22][CH3:23])=[C:18]([C:24]([F:27])([F:26])[F:25])[CH:17]=3)[N:15]=2)=[O:9])=[N:6][CH:7]=1.CN1CCCC1=O.C(N(C(C)C)CC)(C)C.[NH:44]1[CH2:49][CH2:48][CH:47]([C:50]([O:52][CH2:53][CH3:54])=[O:51])[CH2:46][CH2:45]1.